This data is from Full USPTO retrosynthesis dataset with 1.9M reactions from patents (1976-2016). The task is: Predict the reactants needed to synthesize the given product. (1) Given the product [CH3:1][O:2][C:3](=[O:38])[CH:4]([N:16]1[CH2:21][CH2:20][N:19]([S:22]([C:25]2[CH:30]=[CH:29][CH:28]=[CH:27][C:26]=2[N+:31]([O-:33])=[O:32])(=[O:23])=[O:24])[CH:18]([CH2:34][O:35][CH3:36])[CH2:17]1)[CH2:5][C:6]1[CH:15]=[CH:14][C:13]2[C:8](=[CH:9][CH:10]=[CH:11][CH:12]=2)[CH:7]=1, predict the reactants needed to synthesize it. The reactants are: [CH3:1][O:2][C:3](=[O:38])[CH:4]([N:16]1[CH2:21][CH2:20][N:19]([S:22]([C:25]2[CH:30]=[CH:29][CH:28]=[CH:27][C:26]=2[N+:31]([O-:33])=[O:32])(=[O:24])=[O:23])[CH:18]([CH2:34][O:35][CH3:36])[C:17]1=O)[CH2:5][C:6]1[CH:15]=[CH:14][C:13]2[C:8](=[CH:9][CH:10]=[CH:11][CH:12]=2)[CH:7]=1.CO. (2) Given the product [CH2:42]([N:38]1[C:39]2[C:40](=[CH:54][C:55]([NH:60][C:4](=[O:6])[CH2:3][CH:2]([CH3:1])[CH2:7][C:8]([NH:9][C:10]3[CH:15]=[CH:14][N:13]=[CH:12][CH:11]=3)=[O:16])=[CH:56][CH:41]=2)[C:27](=[O:35])[N:26]([CH2:20][CH3:21])[C:37]1=[O:73])[CH3:44], predict the reactants needed to synthesize it. The reactants are: [CH3:1][CH:2]([CH2:7][C:8](=[O:16])[NH:9][C:10]1[CH:15]=[CH:14][N:13]=[CH:12][CH:11]=1)[CH2:3][C:4]([OH:6])=O.ClC1C=[C:20]([NH:26][C:27](=[O:35])CC(C)CC(O)=O)[CH:21]=CC=1C#N.C[CH2:37][N:38]([CH:42]([CH3:44])C)[CH:39]([CH3:41])[CH3:40].CN(C(ON1N=[N:60][C:55]2[CH:56]=CC=N[C:54]1=2)=[N+](C)C)C.F[P-](F)(F)(F)(F)F.CN(C=[O:73])C.